From a dataset of Reaction yield outcomes from USPTO patents with 853,638 reactions. Predict the reaction yield, written as a fraction of the theoretical maximum amount of product (1.0 means a 100% yield; for example, 0.34 means a 34% yield). The reactants are Br[C:2]1[CH:3]=[N:4][C:5]([N:8]2[CH2:12][C:11]([CH3:14])([CH3:13])[N:10]([CH2:15][CH3:16])[C:9]2=[O:17])=[N:6][CH:7]=1.[I-:18].[Na+].CN[C@@H]1CCCC[C@H]1NC. The catalyst is O1CCOCC1.[Cu]I. The product is [I:18][C:2]1[CH:3]=[N:4][C:5]([N:8]2[CH2:12][C:11]([CH3:14])([CH3:13])[N:10]([CH2:15][CH3:16])[C:9]2=[O:17])=[N:6][CH:7]=1. The yield is 0.860.